From a dataset of Forward reaction prediction with 1.9M reactions from USPTO patents (1976-2016). Predict the product of the given reaction. (1) Given the reactants [Cl:1][C:2]1[CH:7]=[CH:6][C:5]([O:8]C)=[CH:4][C:3]=1[CH:10]([CH3:28])[C:11]([C:17]1[CH:18]=[CH:19][C:20]2[O:24][C:23](=[O:25])[N:22]([CH3:26])[C:21]=2[CH:27]=1)([OH:16])[C:12]([F:15])([F:14])[F:13].C([O-])(O)=O.[Na+], predict the reaction product. The product is: [Cl:1][C:2]1[CH:7]=[CH:6][C:5]([OH:8])=[CH:4][C:3]=1[CH:10]([CH3:28])[C:11]([C:17]1[CH:18]=[CH:19][C:20]2[O:24][C:23](=[O:25])[N:22]([CH3:26])[C:21]=2[CH:27]=1)([OH:16])[C:12]([F:13])([F:14])[F:15]. (2) Given the reactants N([O-])=O.[Na+].[CH3:5][O:6][C:7]1[CH:8]=[N:9][C:10]2[C:15]([CH:16]=1)=[CH:14][C:13](N)=[CH:12][CH:11]=2.Cl.S(=O)(=O)(O)[OH:20].C(=O)([O-])[O-].[Na+].[Na+], predict the reaction product. The product is: [CH3:5][O:6][C:7]1[CH:8]=[N:9][C:10]2[C:15]([CH:16]=1)=[CH:14][C:13]([OH:20])=[CH:12][CH:11]=2. (3) Given the reactants O[CH:2]1[C:11]2[C:6](=[CH:7][CH:8]=[C:9]([C:12]([O:14][CH3:15])=[O:13])[CH:10]=2)[NH:5][CH:4]([C:16]2[CH:21]=[CH:20][C:19]([N+:22]([O-:24])=[O:23])=[CH:18][CH:17]=2)[C:3]1([CH3:26])[CH3:25].C([SiH](CC)CC)C.FC(F)(F)C(O)=O, predict the reaction product. The product is: [CH3:25][C:3]1([CH3:26])[CH2:2][C:11]2[C:6](=[CH:7][CH:8]=[C:9]([C:12]([O:14][CH3:15])=[O:13])[CH:10]=2)[NH:5][CH:4]1[C:16]1[CH:17]=[CH:18][C:19]([N+:22]([O-:24])=[O:23])=[CH:20][CH:21]=1.